From a dataset of NCI-60 drug combinations with 297,098 pairs across 59 cell lines. Regression. Given two drug SMILES strings and cell line genomic features, predict the synergy score measuring deviation from expected non-interaction effect. (1) Drug 1: CC12CCC(CC1=CCC3C2CCC4(C3CC=C4C5=CN=CC=C5)C)O. Drug 2: C#CCC(CC1=CN=C2C(=N1)C(=NC(=N2)N)N)C3=CC=C(C=C3)C(=O)NC(CCC(=O)O)C(=O)O. Cell line: 786-0. Synergy scores: CSS=0.155, Synergy_ZIP=-11.8, Synergy_Bliss=-23.9, Synergy_Loewe=-43.8, Synergy_HSA=-23.6. (2) Drug 1: CCN(CC)CCNC(=O)C1=C(NC(=C1C)C=C2C3=C(C=CC(=C3)F)NC2=O)C. Drug 2: C1CC(=O)NC(=O)C1N2C(=O)C3=CC=CC=C3C2=O. Cell line: CAKI-1. Synergy scores: CSS=-0.173, Synergy_ZIP=-1.85, Synergy_Bliss=-1.90, Synergy_Loewe=-12.2, Synergy_HSA=-6.42.